Task: Binary Classification. Given a drug SMILES string, predict its activity (active/inactive) in a high-throughput screening assay against a specified biological target.. Dataset: SARS-CoV-2 main protease (3CLPro) crystallographic fragment screen with 879 compounds (1) The compound is Oc1ccccn1. The result is 1 (active). (2) The drug is Cc1cc(F)cc(S(N)(=O)=O)c1. The result is 0 (inactive). (3) The compound is CC(c1ccccc1)N1CCN(C(=O)CCl)CC1. The result is 0 (inactive). (4) The drug is NC(=O)C(O)C1CCOCC1. The result is 0 (inactive). (5) The drug is NC(=O)C1CCC1. The result is 0 (inactive). (6) The result is 0 (inactive). The compound is CC1COCCN1CCN. (7) The drug is C[C@H](O)CNC(=O)Nc1ccccc1. The result is 0 (inactive). (8) The molecule is CC(=O)N1CCC2CC21S(=O)(=O)c1ccccc1. The result is 0 (inactive). (9) The molecule is Cc1ccc(OCC(=O)N2CCN(C)CC2)cc1. The result is 1 (active). (10) The drug is OCCN1CCOCC1. The result is 0 (inactive).